From a dataset of Full USPTO retrosynthesis dataset with 1.9M reactions from patents (1976-2016). Predict the reactants needed to synthesize the given product. (1) Given the product [ClH:38].[O:1]1[C:6]2[CH:7]=[CH:8][C:9]([CH2:11][NH:12][CH:20]3[CH2:21][CH2:22][N:23]([CH2:26][CH2:27][N:28]4[C:37]5[C:32](=[CH:33][CH:34]=[C:35]([Cl:38])[CH:36]=5)[C:31]([Cl:39])=[CH:30][C:29]4=[O:40])[CH2:24][CH2:25]3)=[CH:10][C:5]=2[O:4][CH2:3][CH2:2]1, predict the reactants needed to synthesize it. The reactants are: [O:1]1[C:6]2[CH:7]=[CH:8][C:9]([CH2:11][N:12]([CH:20]3[CH2:25][CH2:24][N:23]([CH2:26][CH2:27][N:28]4[C:37]5[C:32](=[CH:33][CH:34]=[C:35]([Cl:38])[CH:36]=5)[C:31]([Cl:39])=[CH:30][C:29]4=[O:40])[CH2:22][CH2:21]3)C(=O)OC(C)(C)C)=[CH:10][C:5]=2[O:4][CH2:3][CH2:2]1.Cl.C(OCC)(=O)C. (2) Given the product [CH3:1][N:2]1[CH2:6][CH2:5][CH:4]2[CH2:7][N:8]([C:10]3[CH:15]=[CH:14][C:13]([NH:16][C:17]([N:24]4[CH2:25][CH2:37][CH:36]([C:33]5[CH:34]=[CH:35][C:30]([Cl:29])=[CH:31][CH:32]=5)[CH2:27][CH2:28]4)=[O:18])=[CH:12][CH:11]=3)[CH2:9][CH:3]12, predict the reactants needed to synthesize it. The reactants are: [CH3:1][N:2]1[CH2:6][CH2:5][CH:4]2[CH2:7][N:8]([C:10]3[CH:15]=[CH:14][C:13]([NH2:16])=[CH:12][CH:11]=3)[CH2:9][CH:3]12.[C:17]([N:24]1[CH:28]=[CH:27]N=[CH:25]1)(N1C=CN=C1)=[O:18].[Cl:29][C:30]1[CH:35]=[CH:34][C:33]([CH:36]2CCNC[CH2:37]2)=[CH:32][CH:31]=1. (3) Given the product [I:30][C:31]1[CH:32]=[CH:33][C:34]([CH2:37][C:38]([N:41]2[CH2:46][CH2:45][O:44][CH2:43][CH2:42]2)=[O:40])=[CH:35][CH:36]=1, predict the reactants needed to synthesize it. The reactants are: C(N(CC)CC)C.C1C=CC2N(O)N=NC=2C=1.CCN=C=NCCCN(C)C.Cl.[I:30][C:31]1[CH:36]=[CH:35][C:34]([CH2:37][C:38]([OH:40])=O)=[CH:33][CH:32]=1.[NH:41]1[CH2:46][CH2:45][O:44][CH2:43][CH2:42]1. (4) The reactants are: [CH2:1]([C:3]1[C:4](N)=[N:5][C:6]([CH3:9])=[CH:7][CH:8]=1)[CH3:2].N([O-])=[O:12].[Na+].[OH-].[Na+]. Given the product [CH2:1]([C:3]1[C:4](=[O:12])[NH:5][C:6]([CH3:9])=[CH:7][CH:8]=1)[CH3:2], predict the reactants needed to synthesize it. (5) Given the product [CH3:1][O:2][C:3]([C:5]1[N:10]=[C:9]([C:27]2[CH:32]=[CH:31][CH:30]=[CH:29][CH:28]=2)[C:8]2[N:12]=[C:13]([C:15]3[CH:20]=[CH:19][CH:18]=[CH:17][CH:16]=3)[O:14][C:7]=2[C:6]=1[OH:21])=[O:4], predict the reactants needed to synthesize it. The reactants are: [CH3:1][O:2][C:3]([C:5]1[N:10]=[C:9](Br)[C:8]2[N:12]=[C:13]([C:15]3[CH:20]=[CH:19][CH:18]=[CH:17][CH:16]=3)[O:14][C:7]=2[C:6]=1[OH:21])=[O:4].C([Sn](CCCC)(CCCC)[C:27]1[CH:32]=[CH:31][CH:30]=[CH:29][CH:28]=1)CCC. (6) Given the product [Cl:12][C:11]1[CH:10]=[CH:9][C:4]([C:5]([O:7][CH3:8])=[O:6])=[C:3]([NH:13][CH2:14][CH2:15][OH:16])[C:2]=1[NH:1][C:26](=[S:27])[NH:25][C:19]1[CH:20]=[CH:21][C:22]([Cl:24])=[CH:23][C:18]=1[Cl:17], predict the reactants needed to synthesize it. The reactants are: [NH2:1][C:2]1[C:3]([NH:13][CH2:14][CH2:15][OH:16])=[C:4]([CH:9]=[CH:10][C:11]=1[Cl:12])[C:5]([O:7][CH3:8])=[O:6].[Cl:17][C:18]1[CH:23]=[C:22]([Cl:24])[CH:21]=[CH:20][C:19]=1[N:25]=[C:26]=[S:27].